This data is from Reaction yield outcomes from USPTO patents with 853,638 reactions. The task is: Predict the reaction yield, written as a fraction of the theoretical maximum amount of product (1.0 means a 100% yield; for example, 0.34 means a 34% yield). (1) The reactants are Cl[C:2]1[N:10]=[C:9]([Cl:11])[CH:8]=[CH:7][C:3]=1[C:4]([NH2:6])=[O:5].[O-:12][CH2:13][CH3:14].[Na+].C(O)C. The catalyst is CN(C)C=O. The product is [Cl:11][C:9]1[CH:8]=[CH:7][C:3]([C:4]([NH2:6])=[O:5])=[C:2]([O:12][CH2:13][CH3:14])[N:10]=1. The yield is 0.950. (2) The reactants are Cl.[CH3:2][O:3][C:4]1[CH:9]=[CH:8][CH:7]=[CH:6][C:5]=1[N:10]1[CH2:15][CH2:14][NH:13][CH2:12][CH2:11]1. The catalyst is O. The product is [CH3:2][O:3][C:4]1[CH:9]=[CH:8][CH:7]=[CH:6][C:5]=1[N:10]1[CH2:15][CH2:14][NH:13][CH2:12][CH2:11]1. The yield is 0.960. (3) The reactants are [H-].[Na+].O[CH2:4][C@H:5]1[O:9][C:8](=[O:10])[CH2:7]C1.C(Br)[C:12]1[CH:17]=[CH:16][CH:15]=[CH:14][CH:13]=1. The catalyst is CN(C=O)C. The product is [C:8]([O:9][CH2:5][CH3:4])(=[O:10])[CH3:7].[CH3:16][CH2:17][CH2:12][CH2:13][CH2:14][CH3:15]. The yield is 0.540.